Dataset: Acute oral toxicity (LD50) regression data from Zhu et al.. Task: Regression/Classification. Given a drug SMILES string, predict its toxicity properties. Task type varies by dataset: regression for continuous values (e.g., LD50, hERG inhibition percentage) or binary classification for toxic/non-toxic outcomes (e.g., AMES mutagenicity, cardiotoxicity, hepatotoxicity). Dataset: ld50_zhu. (1) The drug is COC(=O)C12Oc3ccc(-c4ccc5c(c4O)C(=O)C4=C(O)CC(C)C(O)C4(C(=O)OC)O5)c(O)c3C(=O)C1=C(O)CC(C)C2O. The rat oral LD50 is 4.46, given as -log10 of the dose in mol/kg body weight (higher means more acutely toxic). (2) The molecule is FC(F)(F)c1nc2c(Cl)c(Cl)ccc2[nH]1. The rat oral LD50 is 4.29, given as -log10 of the dose in mol/kg body weight (higher means more acutely toxic).